Dataset: Forward reaction prediction with 1.9M reactions from USPTO patents (1976-2016). Task: Predict the product of the given reaction. (1) Given the reactants [NH2:1][C:2]1[CH2:6][CH2:5][C:4](=[O:7])[CH:3]=1.[Br:8][C:9]1[CH:10]=[C:11]([CH:14]=[CH:15][C:16]=1[F:17])[CH:12]=O.[CH2:18]([N:25]1[CH2:30][C:29](=O)[CH2:28][C:27](=[O:32])[CH2:26]1)[C:19]1[CH:24]=[CH:23][CH:22]=[CH:21][CH:20]=1, predict the reaction product. The product is: [CH2:18]([N:25]1[CH2:30][C:29]2[NH:1][C:2]3[CH2:6][CH2:5][C:4](=[O:7])[C:3]=3[CH:12]([C:11]3[CH:14]=[CH:15][C:16]([F:17])=[C:9]([Br:8])[CH:10]=3)[C:28]=2[C:27](=[O:32])[CH2:26]1)[C:19]1[CH:20]=[CH:21][CH:22]=[CH:23][CH:24]=1. (2) Given the reactants [C:1]([C:3]1[CH:8]=[C:7]([N:9]2[CH2:14][CH2:13][CH:12]([N:15](C)[C:16](=O)OC(C)(C)C)[CH2:11][CH2:10]2)[CH:6]=[CH:5][N:4]=1)#[N:2].C(O)(C(F)(F)F)=O, predict the reaction product. The product is: [CH3:16][NH:15][CH:12]1[CH2:11][CH2:10][N:9]([C:7]2[CH:6]=[CH:5][N:4]=[C:3]([C:1]#[N:2])[CH:8]=2)[CH2:14][CH2:13]1. (3) The product is: [F:37][C:33]1([F:36])[CH2:34][CH2:35][N:30]([C:28]([C:10]2[N:9]([CH2:8][CH2:7][OH:6])[C:13]3=[N:14][CH:15]=[C:16]([O:18][CH:19]4[CH2:24][CH2:23][N:22]([CH:25]([CH3:27])[CH3:26])[CH2:21][CH2:20]4)[CH:17]=[C:12]3[CH:11]=2)=[O:29])[CH2:31][CH2:32]1. Given the reactants C([Si](C)(C)[O:6][CH2:7][CH2:8][N:9]1[C:13]2=[N:14][CH:15]=[C:16]([O:18][CH:19]3[CH2:24][CH2:23][N:22]([CH:25]([CH3:27])[CH3:26])[CH2:21][CH2:20]3)[CH:17]=[C:12]2[CH:11]=[C:10]1[C:28]([N:30]1[CH2:35][CH2:34][C:33]([F:37])([F:36])[CH2:32][CH2:31]1)=[O:29])(C)(C)C.FC(F)(F)C(O)=O, predict the reaction product. (4) Given the reactants [CH2:1]([O:3][CH2:4][C:5]1[C:9]([C:10]2[CH:15]=[CH:14][C:13]([CH3:16])=[CH:12][CH:11]=2)=[C:8]([NH2:17])[NH:7][N:6]=1)[CH3:2].[F:18][C:19]1[CH:24]=[CH:23][C:22]([C:25](=O)[CH2:26][C:27](OCC)=[O:28])=[CH:21][CH:20]=1, predict the reaction product. The product is: [CH2:1]([O:3][CH2:4][C:5]1[C:9]([C:10]2[CH:11]=[CH:12][C:13]([CH3:16])=[CH:14][CH:15]=2)=[C:8]2[NH:17][C:27](=[O:28])[CH:26]=[C:25]([C:22]3[CH:23]=[CH:24][C:19]([F:18])=[CH:20][CH:21]=3)[N:7]2[N:6]=1)[CH3:2].